Predict the product of the given reaction. From a dataset of Forward reaction prediction with 1.9M reactions from USPTO patents (1976-2016). (1) Given the reactants [CH2:1]([N:3]1[CH2:8][CH2:7][N:6]([C:9]2[C:18]3[C:13](=[CH:14][CH:15]=[CH:16][CH:17]=3)[CH:12]=[C:11]([C:19]3[S:23][C:22]([CH:24]=[O:25])=[N:21][CH:20]=3)[N:10]=2)[CH2:5][CH2:4]1)[CH3:2].[CH2:26]([Mg]Br)[CH3:27].O1CCCC1.[Cl-:35].[NH4+], predict the reaction product. The product is: [ClH:35].[ClH:35].[CH2:1]([N:3]1[CH2:8][CH2:7][N:6]([C:9]2[C:18]3[C:13](=[CH:14][CH:15]=[CH:16][CH:17]=3)[CH:12]=[C:11]([C:19]3[S:23][C:22]([CH:24]([OH:25])[CH2:26][CH3:27])=[N:21][CH:20]=3)[N:10]=2)[CH2:5][CH2:4]1)[CH3:2]. (2) Given the reactants F[C:2]1[C:7]([CH:8]2[CH2:11][N:10]([C:12]([O:14][C:15]([CH3:18])([CH3:17])[CH3:16])=[O:13])[CH2:9]2)=[CH:6][CH:5]=[CH:4][N:3]=1.[C:19]1([Mg]Br)[CH:24]=[CH:23][CH:22]=[CH:21][CH:20]=1, predict the reaction product. The product is: [C:15]([O:14][C:12]([N:10]1[CH2:11][CH:8]([C:7]2[C:2]([C:19]3[CH:24]=[CH:23][CH:22]=[CH:21][CH:20]=3)=[N:3][CH:4]=[CH:5][CH:6]=2)[CH2:9]1)=[O:13])([CH3:18])([CH3:17])[CH3:16]. (3) The product is: [OH:7][C:8]1[C:13]([CH3:14])=[C:12]([CH:11]=[CH:10][C:9]=1[C:16](=[O:24])[CH2:17][C:18]1[CH:19]=[CH:20][CH:21]=[CH:22][CH:23]=1)[O:15][CH2:26][CH2:27][CH2:28][CH2:29][O:30][C:31]1[CH:32]=[CH:33][C:34]([C:35]#[N:36])=[CH:37][CH:38]=1. Given the reactants C(=O)([O-])[O-].[K+].[K+].[OH:7][C:8]1[C:13]([CH3:14])=[C:12]([OH:15])[CH:11]=[CH:10][C:9]=1[C:16](=[O:24])[CH2:17][C:18]1[CH:23]=[CH:22][CH:21]=[CH:20][CH:19]=1.Br[CH2:26][CH2:27][CH2:28][CH2:29][O:30][C:31]1[CH:38]=[CH:37][C:34]([C:35]#[N:36])=[CH:33][CH:32]=1, predict the reaction product. (4) Given the reactants [NH2:1][C@@H:2]1[C:16](=[O:17])[N:15]2[CH2:18][C@H:19]([O:21][C:22]3[N:23]=[C:24]4[C:29](=[C:30]5[C:35]=3[CH:34]=[CH:33][CH:32]=[CH:31]5)[CH:28]=[CH:27][CH:26]=[CH:25]4)[CH2:20][C@H:14]2[C:13](=[O:36])[NH:12][C@:11]2([C:38]([NH:40][S:41]([CH:44]3[CH2:46][CH2:45]3)(=[O:43])=[O:42])=[O:39])[CH2:37][C@H:10]2[CH2:9][C:8]([F:48])([F:47])[CH2:7][CH2:6][CH2:5][CH2:4][CH2:3]1.Cl.[CH3:50][N:51]1[C:55]([CH3:56])=[CH:54][C:53]([C:57](O)=[O:58])=[N:52]1.CN(C(ON1N=NC2C=CC=NC1=2)=[N+](C)C)C.F[P-](F)(F)(F)(F)F.C(N(C(C)C)C(C)C)C, predict the reaction product. The product is: [CH:44]1([S:41]([NH:40][C:38]([C@@:11]23[CH2:37][C@H:10]2[CH2:9][C:8]([F:47])([F:48])[CH2:7][CH2:6][CH2:5][CH2:4][CH2:3][C@H:2]([NH:1][C:57]([C:53]2[CH:54]=[C:55]([CH3:56])[N:51]([CH3:50])[N:52]=2)=[O:58])[C:16](=[O:17])[N:15]2[CH2:18][C@H:19]([O:21][C:22]4[N:23]=[C:24]5[C:29](=[C:30]6[C:35]=4[CH:34]=[CH:33][CH:32]=[CH:31]6)[CH:28]=[CH:27][CH:26]=[CH:25]5)[CH2:20][C@H:14]2[C:13](=[O:36])[NH:12]3)=[O:39])(=[O:43])=[O:42])[CH2:46][CH2:45]1. (5) Given the reactants C[O:2][C:3]([C:5]1[NH:6][C:7]2[C:12]([CH:13]=1)=[CH:11][CH:10]=[CH:9][C:8]=2[N+:14]([O-:16])=[O:15])=[O:4].[OH-].[Na+].Cl, predict the reaction product. The product is: [N+:14]([C:8]1[CH:9]=[CH:10][CH:11]=[C:12]2[C:7]=1[NH:6][C:5]([C:3]([OH:4])=[O:2])=[CH:13]2)([O-:16])=[O:15]. (6) Given the reactants [CH2:1]([O:3][C:4]([C:6]1([CH3:29])[CH2:11][CH2:10][N:9]([C:12]2[CH2:28][C:15]3([C:18]([CH3:20])([CH3:19])[N:17](C(OC(C)(C)C)=O)[CH2:16]3)[O:14][N:13]=2)[CH2:8][CH2:7]1)=[O:5])[CH3:2], predict the reaction product. The product is: [CH3:19][C:18]1([CH3:20])[C:15]2([CH2:28][C:12]([N:9]3[CH2:10][CH2:11][C:6]([CH3:29])([C:4]([O:3][CH2:1][CH3:2])=[O:5])[CH2:7][CH2:8]3)=[N:13][O:14]2)[CH2:16][NH:17]1.